From a dataset of Catalyst prediction with 721,799 reactions and 888 catalyst types from USPTO. Predict which catalyst facilitates the given reaction. (1) The catalyst class is: 41. Product: [F:32][C:26]1[CH:27]=[CH:28][CH:29]=[C:30]([F:31])[C:25]=1[NH:24][C:22](=[O:23])[C:21]1[CH:33]=[C:17]([C:9]2[N:10]=[C:11]3[CH:16]=[CH:15][CH:14]=[CH:13][N:12]3[C:8]=2[C:6]2[CH:5]=[CH:4][N:3]=[C:2]([NH:41][C:40]3[CH:42]=[CH:43][C:44]([N:46]4[CH2:51][CH2:50][CH:49]([N:52]5[CH2:57][CH2:56][N:55]([S:58]([CH3:61])(=[O:60])=[O:59])[CH2:54][CH2:53]5)[CH2:48][CH2:47]4)=[CH:45][C:39]=3[O:38][CH3:37])[N:7]=2)[CH:18]=[CH:19][C:20]=1[O:34][CH2:35][CH3:36]. Reactant: Cl[C:2]1[N:7]=[C:6]([C:8]2[N:12]3[CH:13]=[CH:14][CH:15]=[CH:16][C:11]3=[N:10][C:9]=2[C:17]2[CH:18]=[CH:19][C:20]([O:34][CH2:35][CH3:36])=[C:21]([CH:33]=2)[C:22]([NH:24][C:25]2[C:30]([F:31])=[CH:29][CH:28]=[CH:27][C:26]=2[F:32])=[O:23])[CH:5]=[CH:4][N:3]=1.[CH3:37][O:38][C:39]1[CH:45]=[C:44]([N:46]2[CH2:51][CH2:50][CH:49]([N:52]3[CH2:57][CH2:56][N:55]([S:58]([CH3:61])(=[O:60])=[O:59])[CH2:54][CH2:53]3)[CH2:48][CH2:47]2)[CH:43]=[CH:42][C:40]=1[NH2:41].C1(C)C=CC(S(O)(=O)=O)=CC=1. (2) Reactant: [CH:1]12[CH:9]([C:10]3[CH:23]=[CH:22][C:13]([O:14][CH2:15][C@H:16]4[O:20][C:19]([NH2:21])=[N:18][CH2:17]4)=[CH:12][CH:11]=3)[CH:5]([CH2:6][CH2:7][CH2:8]1)[CH2:4][CH2:3][CH2:2]2.C1O[C@H]1CCl.C12[CH:37]([C:38]3C=C[C:41]([OH:44])=[CH:40][CH:39]=3)C(CCC1)CCC2.C(OCC)(=O)C#CCC. Product: [CH:1]12[CH:9]([C:10]3[CH:23]=[CH:22][C:13]([O:14][CH2:15][C@H:16]4[O:20][C:19]5=[N:21][C:41](=[O:44])[CH:40]=[C:39]([CH2:38][CH3:37])[N:18]5[CH2:17]4)=[CH:12][CH:11]=3)[CH:5]([CH2:4][CH2:3][CH2:2]1)[CH2:6][CH2:7][CH2:8]2. The catalyst class is: 8. (3) Reactant: [O:1]1[CH2:6][CH2:5][N:4]([C:7]2[CH:12]=[CH:11][C:10]([NH:13][C:14]3[N:19]=[C:18]([C:20]4[CH:28]=[CH:27][C:23]([C:24]([OH:26])=O)=[CH:22][CH:21]=4)[CH:17]=[CH:16][N:15]=3)=[CH:9][CH:8]=2)[CH2:3][CH2:2]1.Cl.C(N=C=NCCCN(C)C)C.O[N:42]1[CH:46]=[C:45](CCCC2C=CC=CC=2)[N:44]=N1.C(N(CC)CC)C.Cl.NCC#N.C(=O)(O)[O-]. Product: [C:46]([CH2:45][NH:44][C:24](=[O:26])[C:23]1[CH:22]=[CH:21][C:20]([C:18]2[CH:17]=[CH:16][N:15]=[C:14]([NH:13][C:10]3[CH:11]=[CH:12][C:7]([N:4]4[CH2:3][CH2:2][O:1][CH2:6][CH2:5]4)=[CH:8][CH:9]=3)[N:19]=2)=[CH:28][CH:27]=1)#[N:42]. The catalyst class is: 145. (4) Reactant: C[O:2][C:3](=[O:27])[C:4]1[C:5](=[C:10]([NH:14][C:15]2[CH:20]=[CH:19][C:18]([CH:21]3[CH2:26][CH2:25][CH2:24][CH2:23][CH2:22]3)=[CH:17][CH:16]=2)[CH:11]=[CH:12][CH:13]=1)[C:6]([O:8]C)=[O:7].[OH-].[Na+]. Product: [CH:21]1([C:18]2[CH:17]=[CH:16][C:15]([NH:14][C:10]3[CH:11]=[CH:12][CH:13]=[C:4]([C:3]([OH:27])=[O:2])[C:5]=3[C:6]([OH:8])=[O:7])=[CH:20][CH:19]=2)[CH2:22][CH2:23][CH2:24][CH2:25][CH2:26]1. The catalyst class is: 8. (5) Reactant: [CH3:1][C:2]1[CH:3]=[CH:4][C:5]([NH:9][C:10]2[C:11]([C:17]([NH2:19])=[O:18])=[N:12][NH:13][C:14](=[O:16])[CH:15]=2)=[N:6][C:7]=1[CH3:8].[H-].[Na+].Br[CH2:23][CH2:24][N:25]1[C:33](=[O:34])[C:32]2[C:27](=[CH:28][CH:29]=[CH:30][CH:31]=2)[C:26]1=[O:35]. Product: [CH3:1][C:2]1[CH:3]=[CH:4][C:5]([NH:9][C:10]2[CH:15]=[C:14]([O:16][CH2:23][CH2:24][N:25]3[C:26](=[O:35])[C:27]4[C:32](=[CH:31][CH:30]=[CH:29][CH:28]=4)[C:33]3=[O:34])[N:13]=[N:12][C:11]=2[C:17]([NH2:19])=[O:18])=[N:6][C:7]=1[CH3:8]. The catalyst class is: 3. (6) Reactant: [CH3:1][O:2][C:3]([C:5]1[O:6][C:7]([CH3:27])=[C:8]([CH2:10][O:11][C:12]2[CH:17]=[CH:16][C:15](B3OC(C)(C)C(C)(C)O3)=[CH:14][CH:13]=2)[CH:9]=1)=[O:4].[F:28][CH:29]([F:38])[O:30][C:31]1[CH:36]=[CH:35][C:34](I)=[CH:33][CH:32]=1.C(=O)([O-])[O-].[Cs+].[Cs+].ClCCl. Product: [CH3:1][O:2][C:3]([C:5]1[O:6][C:7]([CH3:27])=[C:8]([CH2:10][O:11][C:12]2[CH:13]=[CH:14][C:15]([C:34]3[CH:35]=[CH:36][C:31]([O:30][CH:29]([F:38])[F:28])=[CH:32][CH:33]=3)=[CH:16][CH:17]=2)[CH:9]=1)=[O:4]. The catalyst class is: 12. (7) Reactant: [CH3:1][O:2][C:3]1[CH:4]=[C:5]([Mg]Br)[CH:6]=[CH:7][C:8]=1[O:9][CH3:10].[NH:13]1[C:23]2[C:18](=[CH:19][CH:20]=[CH:21][CH:22]=2)[C:16](=[O:17])[C:14]1=[O:15]. Product: [CH3:1][O:2][C:3]1[CH:4]=[C:5]([C:16]2([OH:17])[C:18]3[C:23](=[CH:22][CH:21]=[CH:20][CH:19]=3)[NH:13][C:14]2=[O:15])[CH:6]=[CH:7][C:8]=1[O:9][CH3:10]. The catalyst class is: 1.